This data is from Catalyst prediction with 721,799 reactions and 888 catalyst types from USPTO. The task is: Predict which catalyst facilitates the given reaction. (1) Reactant: C(OC([N:8]1[CH2:13][CH2:12][C@@:11]([OH:33])([C:14]2[CH:15]=[N:16][C:17]([O:20][CH2:21][CH2:22][O:23][C:24]3[C:29]([Cl:30])=[CH:28][C:27]([CH3:31])=[CH:26][C:25]=3[Cl:32])=[CH:18][CH:19]=2)[C@H:10]([C:34](=[O:52])[N:35]([CH2:39][C:40]2[C:45]([Cl:46])=[CH:44][N:43]=[C:42]([CH2:47][CH2:48][CH2:49][O:50][CH3:51])[CH:41]=2)[CH:36]2[CH2:38][CH2:37]2)[CH2:9]1)=O)(C)(C)C.Cl.C([O-])(O)=O.[Na+].CCOC(C)=O. Product: [Cl:46][C:45]1[C:40]([CH2:39][N:35]([CH:36]2[CH2:38][CH2:37]2)[C:34]([C@@H:10]2[C@@:11]([OH:33])([C:14]3[CH:15]=[N:16][C:17]([O:20][CH2:21][CH2:22][O:23][C:24]4[C:25]([Cl:32])=[CH:26][C:27]([CH3:31])=[CH:28][C:29]=4[Cl:30])=[CH:18][CH:19]=3)[CH2:12][CH2:13][NH:8][CH2:9]2)=[O:52])=[CH:41][C:42]([CH2:47][CH2:48][CH2:49][O:50][CH3:51])=[N:43][CH:44]=1. The catalyst class is: 2. (2) Reactant: [I:1][C:2]1[C:3]2[CH2:13][C:12]3[C:7](=[CH:8][CH:9]=[C:10]([C:14]([OH:16])=O)[CH:11]=3)[C:4]=2[NH:5][N:6]=1.[CH:17]1[CH:18]=[CH:19][C:20]2N(O)N=[N:23][C:21]=2[CH:22]=1.C(Cl)CCl.C1(N)CCCCC1.CCN(CC)CC. Product: [CH:21]1([NH:23][C:14]([C:10]2[CH:11]=[C:12]3[C:7](=[CH:8][CH:9]=2)[C:4]2[NH:5][N:6]=[C:2]([I:1])[C:3]=2[CH2:13]3)=[O:16])[CH2:22][CH2:17][CH2:18][CH2:19][CH2:20]1. The catalyst class is: 31. (3) Reactant: [F:1][C:2]([F:31])([F:30])[O:3][C:4]1[CH:29]=[CH:28][C:7]([CH2:8][O:9][C:10]2[CH:15]=[CH:14][C:13]([N:16]3[C:20]4[CH:21]=[CH:22][C:23]([C:25](O)=[O:26])=[CH:24][C:19]=4[N:18]=[N:17]3)=[CH:12][CH:11]=2)=[CH:6][CH:5]=1.C1N=CN(C(N2C=NC=C2)=O)C=1.[N:44]1[CH:49]=[CH:48][CH:47]=[C:46]([CH2:50][NH2:51])[CH:45]=1. Product: [N:44]1[CH:49]=[CH:48][CH:47]=[C:46]([CH2:50][NH:51][C:25]([C:23]2[CH:22]=[CH:21][C:20]3[N:16]([C:13]4[CH:12]=[CH:11][C:10]([O:9][CH2:8][C:7]5[CH:6]=[CH:5][C:4]([O:3][C:2]([F:31])([F:30])[F:1])=[CH:29][CH:28]=5)=[CH:15][CH:14]=4)[N:17]=[N:18][C:19]=3[CH:24]=2)=[O:26])[CH:45]=1. The catalyst class is: 1. (4) Reactant: C([O:3][C:4]([C:6]12[CH2:24][CH:23]1[CH:22]=[CH:21][CH2:20][CH2:19][CH2:18][CH2:17][CH2:16][CH:15]([NH:25][C:26]([O:28][C:29]([CH3:32])([CH3:31])[CH3:30])=[O:27])[C:14](=[O:33])[N:13]1[CH:9]([CH2:10][CH:11]([O:34][Si:35]([C:38]([CH3:41])([CH3:40])[CH3:39])([CH3:37])[CH3:36])[CH2:12]1)[C:8](=[O:42])[NH:7]2)=[O:5])C.O.[OH-].[Li+]. Product: [C:29]([O:28][C:26]([NH:25][CH:15]1[C:14](=[O:33])[N:13]2[CH:9]([CH2:10][CH:11]([O:34][Si:35]([C:38]([CH3:40])([CH3:39])[CH3:41])([CH3:37])[CH3:36])[CH2:12]2)[C:8](=[O:42])[NH:7][C:6]2([C:4]([OH:5])=[O:3])[CH:23]([CH2:24]2)[CH:22]=[CH:21][CH2:20][CH2:19][CH2:18][CH2:17][CH2:16]1)=[O:27])([CH3:30])([CH3:31])[CH3:32]. The catalyst class is: 36.